This data is from Experimentally validated miRNA-target interactions with 360,000+ pairs, plus equal number of negative samples. The task is: Binary Classification. Given a miRNA mature sequence and a target amino acid sequence, predict their likelihood of interaction. The miRNA is mmu-miR-126a-5p with sequence CAUUAUUACUUUUGGUACGCG. The protein sequence of the target gene is MTEYKLVVVGAGGVGKSALTIQLIQNHFVDEYDPTIEDSYRKQVVIDGETCLLDILDTAGQEEYSAMRDQYMRTGEGFLCVFAINNTKSFEDIHHYREQIKRVKDSEDVPMVLVGNKCDLPSRTVDTKQAQELARSYGIPFIETSAKTRQRVEDAFYTLVREIRQYRLKKISKEEKTPGCVKIKKCVIM. Result: 1 (interaction).